From a dataset of CYP2D6 inhibition data for predicting drug metabolism from PubChem BioAssay. Regression/Classification. Given a drug SMILES string, predict its absorption, distribution, metabolism, or excretion properties. Task type varies by dataset: regression for continuous measurements (e.g., permeability, clearance, half-life) or binary classification for categorical outcomes (e.g., BBB penetration, CYP inhibition). Dataset: cyp2d6_veith. The molecule is CCCN(C/C=C\I)[C@@H]1CCc2cccc(O)c2C1. The result is 0 (non-inhibitor).